Predict the product of the given reaction. From a dataset of Forward reaction prediction with 1.9M reactions from USPTO patents (1976-2016). Given the reactants [CH2:1]([N:4]([CH3:20])[C:5]([C:7]1[C:8]([I:19])=[C:9]([C:13]([I:18])=[C:14]([NH2:17])[C:15]=1[I:16])[C:10]([Cl:12])=[O:11])=[O:6])[CH:2]=[CH2:3].[C:21]([O:24][CH2:25][C:26](Cl)=[O:27])(=[O:23])[CH3:22].C(OCC)(=O)C, predict the reaction product. The product is: [CH2:1]([N:4]([CH3:20])[C:5]([C:7]1[C:15]([I:16])=[C:14]([NH:17][C:26]([CH2:25][O:24][C:21](=[O:23])[CH3:22])=[O:27])[C:13]([I:18])=[C:9]([C:10]([Cl:12])=[O:11])[C:8]=1[I:19])=[O:6])[CH:2]=[CH2:3].